This data is from Catalyst prediction with 721,799 reactions and 888 catalyst types from USPTO. The task is: Predict which catalyst facilitates the given reaction. Reactant: COP([CH2:7][C:8](=[O:21])[C@@H:9]([NH:13][C:14](=[O:20])[O:15][C:16]([CH3:19])([CH3:18])[CH3:17])[CH2:10][CH:11]=[CH2:12])(OC)=O.[CH:22]([C:24]1[CH:29]=[CH:28][C:27]([NH:30][C:31](=[O:34])[O:32][CH3:33])=[CH:26][C:25]=1[N+:35]([O-:37])=[O:36])=O.C([O-])([O-])=O.[K+].[K+]. Product: [C:16]([O:15][C:14]([NH:13][C@@H:9]([CH2:10][CH:11]=[CH2:12])[C:8](=[O:21])/[CH:7]=[CH:22]/[C:24]1[CH:29]=[CH:28][C:27]([NH:30][C:31](=[O:34])[O:32][CH3:33])=[CH:26][C:25]=1[N+:35]([O-:37])=[O:36])=[O:20])([CH3:17])([CH3:18])[CH3:19]. The catalyst class is: 242.